The task is: Predict the reaction yield, written as a fraction of the theoretical maximum amount of product (1.0 means a 100% yield; for example, 0.34 means a 34% yield).. This data is from Reaction yield outcomes from USPTO patents with 853,638 reactions. (1) The reactants are [N:1]1[C:8]([Cl:9])=[N:7][C:5]([Cl:6])=[N:4][C:2]=1[Cl:3].[Cl-].[Al+3].[Cl-].[Cl-].[OH-].[Na+].[C:16]1([CH3:23])[CH:21]=[CH:20][CH:19]=[C:18]([CH3:22])[CH:17]=1. The catalyst is ClC1C=CC=CC=1. The product is [N:1]1[C:8]([Cl:9])=[N:7][C:5]([Cl:6])=[N:4][C:2]=1[Cl:3].[Cl:3][C:2]1[N:4]=[C:5]([C:21]2[CH:20]=[CH:19][C:18]([CH3:22])=[CH:17][C:16]=2[CH3:23])[N:7]=[C:8]([C:21]2[CH:20]=[CH:19][C:18]([CH3:22])=[CH:17][C:16]=2[CH3:23])[N:1]=1.[CH3:23][C:16]1[CH:17]=[C:18]([CH3:22])[CH:19]=[CH:20][C:21]=1[C:2]1[N:4]=[C:5]([C:21]2[CH:20]=[CH:19][C:18]([CH3:22])=[CH:17][C:16]=2[CH3:23])[N:7]=[C:8]([C:21]2[CH:20]=[CH:19][C:18]([CH3:22])=[CH:17][C:16]=2[CH3:23])[N:1]=1. The yield is 0.910. (2) The product is [CH2:9]([C@H:16]1[CH2:20][N:19]([C:6](=[O:8])[CH2:5][CH2:4][S:3][CH3:2])[C@H:18]([C:21]([NH:23][C:24]2[CH:29]=[CH:28][C:27]([O:30][C:31]3[CH:32]=[CH:33][C:34]([F:37])=[CH:35][CH:36]=3)=[CH:26][CH:25]=2)=[O:22])[CH2:17]1)[C:10]1[CH:11]=[CH:12][CH:13]=[CH:14][CH:15]=1. The yield is 0.281. The reactants are Cl.[CH3:2][S:3][CH2:4][CH2:5][C:6]([OH:8])=O.[CH2:9]([C@H:16]1[CH2:20][NH:19][C@H:18]([C:21]([NH:23][C:24]2[CH:29]=[CH:28][C:27]([O:30][C:31]3[CH:36]=[CH:35][C:34]([F:37])=[CH:33][CH:32]=3)=[CH:26][CH:25]=2)=[O:22])[CH2:17]1)[C:10]1[CH:15]=[CH:14][CH:13]=[CH:12][CH:11]=1. No catalyst specified. (3) The product is [CH2:56]([O:55][C:52]1[CH:51]=[CH:50][C:49]([C:48]([NH:47][CH2:46][CH2:45][NH:44][C:36]([C:34]2[C:33]([C:39]([F:42])([F:41])[F:40])=[N:32][N:31]([C:28]3[CH:27]=[CH:26][C:25]([F:24])=[CH:30][CH:29]=3)[CH:35]=2)=[O:38])=[O:58])=[CH:54][CH:53]=1)[CH3:57]. The catalyst is CN(C=O)C. The yield is 0.220. The reactants are CCN=C=NCCCN(C)C.Cl.C1C=CC2N(O)N=NC=2C=1.O.[F:24][C:25]1[CH:30]=[CH:29][C:28]([N:31]2[CH:35]=[C:34]([C:36]([OH:38])=O)[C:33]([C:39]([F:42])([F:41])[F:40])=[N:32]2)=[CH:27][CH:26]=1.Cl.[NH2:44][CH2:45][CH2:46][NH:47][C:48](=[O:58])[C:49]1[CH:54]=[CH:53][C:52]([O:55][CH2:56][CH3:57])=[CH:51][CH:50]=1.CCN(C(C)C)C(C)C.